This data is from Catalyst prediction with 721,799 reactions and 888 catalyst types from USPTO. The task is: Predict which catalyst facilitates the given reaction. (1) Reactant: [F:1][C:2]1[CH:7]=[CH:6][C:5]([C:8]2[CH:13]=[C:12]([CH:14]([CH3:16])[CH3:15])[N:11]=[C:10]([NH:17][CH3:18])[N:9]=2)=[CH:4][CH:3]=1.[I-:19]. Product: [F:1][C:2]1[CH:3]=[CH:4][C:5]([C:8]2[C:13]([I:19])=[C:12]([CH:14]([CH3:16])[CH3:15])[N:11]=[C:10]([NH:17][CH3:18])[N:9]=2)=[CH:6][CH:7]=1. The catalyst class is: 58. (2) Reactant: [I:1][C:2]1[CH:3]=[CH:4][C:5]([S:8](Cl)(=[O:10])=[O:9])=[N:6][CH:7]=1.[NH2:12][C:13]1[CH:22]=[C:21]([F:23])[C:16]([C:17]([O:19][CH3:20])=[O:18])=[C:15]([F:24])[CH:14]=1.N1C=CC=CC=1. Product: [F:23][C:21]1[CH:22]=[C:13]([NH:12][S:8]([C:5]2[CH:4]=[CH:3][C:2]([I:1])=[CH:7][N:6]=2)(=[O:10])=[O:9])[CH:14]=[C:15]([F:24])[C:16]=1[C:17]([O:19][CH3:20])=[O:18]. The catalyst class is: 2. (3) The catalyst class is: 7. Product: [Br:1][C:2]1[CH:3]=[CH:4][C:5]([O:11][CH2:12][C:13]2[CH:18]=[CH:17][CH:16]=[CH:15][CH:14]=2)=[C:6]([CH:10]=1)[C:7]([NH:26][C:24]1[O:25][CH:19]=[CH:20][N:21]=1)=[O:9]. Reactant: [Br:1][C:2]1[CH:3]=[CH:4][C:5]([O:11][CH2:12][C:13]2[CH:18]=[CH:17][CH:16]=[CH:15][CH:14]=2)=[C:6]([CH:10]=1)[C:7]([OH:9])=O.[CH:19]1N=C[N:21]([C:24]([N:26]2C=NC=C2)=[O:25])[CH:20]=1.O1C=CN=C1N.CC#N. (4) Reactant: [F:1][C:2]1[CH:10]=[C:9]2[C:5]([CH:6]=[CH:7][N:8]2[S:11]([C:14]2[CH:19]=[CH:18][CH:17]=[CH:16][CH:15]=2)(=[O:13])=[O:12])=[CH:4][CH:3]=1.[Br:20]Br.[O-]S([O-])(=S)=O.[Na+].[Na+]. Product: [Br:20][C:6]1[C:5]2[C:9](=[CH:10][C:2]([F:1])=[CH:3][CH:4]=2)[N:8]([S:11]([C:14]2[CH:19]=[CH:18][CH:17]=[CH:16][CH:15]=2)(=[O:13])=[O:12])[CH:7]=1. The catalyst class is: 2. (5) Reactant: [NH2:1][C:2]1[CH:7]=[C:6]([Cl:8])[CH:5]=[CH:4][C:3]=1[S:9][CH2:10][C:11]1[CH:12]=[C:13]([CH:18]=[CH:19][CH:20]=1)[C:14]([O:16][CH3:17])=[O:15].[Cl:21][C:22]1[CH:27]=[CH:26][C:25]([S:28](Cl)(=[O:30])=[O:29])=[CH:24][C:23]=1[C:32]([F:35])([F:34])[F:33]. Product: [Cl:8][C:6]1[CH:5]=[CH:4][C:3]([S:9][CH2:10][C:11]2[CH:12]=[C:13]([CH:18]=[CH:19][CH:20]=2)[C:14]([O:16][CH3:17])=[O:15])=[C:2]([NH:1][S:28]([C:25]2[CH:26]=[CH:27][C:22]([Cl:21])=[C:23]([C:32]([F:35])([F:33])[F:34])[CH:24]=2)(=[O:30])=[O:29])[CH:7]=1. The catalyst class is: 17. (6) Reactant: [C:1]1([CH:7]([C:21]2[CH:26]=[CH:25][CH:24]=[CH:23][CH:22]=2)[C:8]([N:10]([CH2:19][CH3:20])[CH2:11]/[CH:12]=[CH:13]\[CH2:14][O:15]C(=O)C)=[O:9])[CH:6]=[CH:5][CH:4]=[CH:3][CH:2]=1.C([O-])([O-])=O.[K+].[K+].O. Product: [CH2:19]([N:10]([CH2:11]/[CH:12]=[CH:13]\[CH2:14][OH:15])[C:8](=[O:9])[CH:7]([C:21]1[CH:26]=[CH:25][CH:24]=[CH:23][CH:22]=1)[C:1]1[CH:6]=[CH:5][CH:4]=[CH:3][CH:2]=1)[CH3:20]. The catalyst class is: 275.